From a dataset of Full USPTO retrosynthesis dataset with 1.9M reactions from patents (1976-2016). Predict the reactants needed to synthesize the given product. (1) The reactants are: [N-:1]=[C:2]=O.[C:4]([O:8][CH2:9][CH2:10][CH2:11][CH2:12][CH2:13][CH2:14][CH2:15][CH2:16][CH2:17][CH2:18][CH2:19][CH2:20][CH2:21][CH2:22][CH2:23][CH2:24][CH2:25][CH3:26])(=[O:7])[CH:5]=[CH2:6]. Given the product [C:4]([O:8][CH2:9][CH2:10][CH2:11][CH2:12][CH2:13][CH2:14][CH2:15][CH2:16][CH2:17][CH2:18][CH2:19][CH2:20][CH2:21][CH2:22][CH2:23][CH2:24][CH2:25][CH3:26])(=[O:7])[CH:5]=[CH2:6].[C:2](#[N:1])[CH:4]=[CH2:5], predict the reactants needed to synthesize it. (2) Given the product [Si:1]([O:18][CH2:19][CH2:20][CH2:21][CH:22]([OH:23])[CH:24]([CH3:26])[CH3:25])([C:14]([CH3:16])([CH3:17])[CH3:15])([C:8]1[CH:9]=[CH:10][CH:11]=[CH:12][CH:13]=1)[C:2]1[CH:3]=[CH:4][CH:5]=[CH:6][CH:7]=1, predict the reactants needed to synthesize it. The reactants are: [Si:1]([O:18][CH2:19][CH2:20][CH2:21][CH:22]=[O:23])([C:14]([CH3:17])([CH3:16])[CH3:15])([C:8]1[CH:13]=[CH:12][CH:11]=[CH:10][CH:9]=1)[C:2]1[CH:7]=[CH:6][CH:5]=[CH:4][CH:3]=1.[CH:24]([Mg]Br)([CH3:26])[CH3:25]. (3) Given the product [F:1][C:2]1[CH:7]=[C:6]([CH3:8])[C:5]([O:9][C:10]2[N:15]=[C:14]([C:16]3[CH:17]=[N:18][N:19]([CH3:21])[CH:20]=3)[CH:13]=[CH:12][N:11]=2)=[CH:4][C:3]=1[NH:22][C:23](=[O:28])[O:24][C:25]([CH3:27])=[CH2:26], predict the reactants needed to synthesize it. The reactants are: [F:1][C:2]1[CH:7]=[C:6]([CH3:8])[C:5]([O:9][C:10]2[N:15]=[C:14]([C:16]3[CH:17]=[N:18][N:19]([CH3:21])[CH:20]=3)[CH:13]=[CH:12][N:11]=2)=[CH:4][C:3]=1[NH2:22].[C:23](Cl)(=[O:28])[O:24][C:25]([CH3:27])=[CH2:26]. (4) Given the product [C:5]1([Al:1]([C:5]2[CH:10]=[CH:9][CH:8]=[CH:7][CH:6]=2)[C:5]2[CH:10]=[CH:9][CH:8]=[CH:7][CH:6]=2)[CH:10]=[CH:9][CH:8]=[CH:7][CH:6]=1, predict the reactants needed to synthesize it. The reactants are: [Al+3:1].[Cl-].[Cl-].[Cl-].[C:5]1([Mg]Br)[CH:10]=[CH:9][CH:8]=[CH:7][CH:6]=1. (5) Given the product [Cl:29][C:30]1[CH:31]=[CH:32][C:33]([CH:36]([C:51]2[CH:52]=[CH:53][C:54]([Cl:57])=[CH:55][CH:56]=2)[S:37][CH2:38][CH2:39][NH:41][CH2:42][CH2:43][CH2:44][C:45]2[CH:50]=[CH:49][CH:48]=[CH:47][CH:46]=2)=[CH:34][CH:35]=1, predict the reactants needed to synthesize it. The reactants are: FC1C=CC(C(C2C=CC(F)=CC=2)SCCNCCCC2C=CC=CC=2)=CC=1.[Cl:29][C:30]1[CH:35]=[CH:34][C:33]([CH:36]([C:51]2[CH:56]=[CH:55][C:54]([Cl:57])=[CH:53][CH:52]=2)[S:37][CH2:38][C:39]([NH:41][CH2:42][CH2:43][CH2:44][C:45]2[CH:50]=[CH:49][CH:48]=[CH:47][CH:46]=2)=O)=[CH:32][CH:31]=1. (6) The reactants are: [C:1]([C:5]1[CH:10]=[C:9]([Cl:11])[CH:8]=[CH:7][C:6]=1[NH:12][S:13]([C:16]([F:19])([F:18])[F:17])(=[O:15])=[O:14])(=O)[CH2:2][CH3:3].[C:20]1([NH:26][NH2:27])[CH:25]=[CH:24][CH:23]=[CH:22][CH:21]=1. Given the product [C:20]1([NH:26][N:27]=[C:1]([C:5]2[CH:10]=[C:9]([Cl:11])[CH:8]=[CH:7][C:6]=2[NH:12][S:13]([C:16]([F:19])([F:18])[F:17])(=[O:15])=[O:14])[CH2:2][CH3:3])[CH:25]=[CH:24][CH:23]=[CH:22][CH:21]=1, predict the reactants needed to synthesize it. (7) Given the product [F:8][C:4]1[C:3]([N+:9]([O-:11])=[O:10])=[C:2]([NH:22][C:21]2[CH:23]=[CH:24][CH:25]=[C:19]([F:18])[CH:20]=2)[CH:7]=[CH:6][CH:5]=1, predict the reactants needed to synthesize it. The reactants are: F[C:2]1[CH:7]=[CH:6][CH:5]=[C:4]([F:8])[C:3]=1[N+:9]([O-:11])=[O:10].CC(C)([O-])C.[K+].[F:18][C:19]1[CH:20]=[C:21]([CH:23]=[CH:24][CH:25]=1)[NH2:22]. (8) Given the product [CH2:1]([O:8][C:9]1[CH:14]=[CH:13][C:12]([C:15]([C:17]2[N:18]([S:36]([C:39]3[CH:40]=[CH:41][C:42]([CH3:43])=[CH:44][CH:45]=3)(=[O:38])=[O:37])[CH:19]=[CH:20][C:21]=2[N:22]2[CH:26]=[CH:25][CH:24]=[C:23]2[CH2:27][OH:28])=[O:16])=[C:11]([O:46][CH3:47])[CH:10]=1)[C:2]1[CH:3]=[CH:4][CH:5]=[CH:6][CH:7]=1, predict the reactants needed to synthesize it. The reactants are: [CH2:1]([O:8][C:9]1[CH:14]=[CH:13][C:12]([C:15]([C:17]2[N:18]([S:36]([C:39]3[CH:45]=[CH:44][C:42]([CH3:43])=[CH:41][CH:40]=3)(=[O:38])=[O:37])[CH:19]=[CH:20][C:21]=2[N:22]2[CH:26]=[CH:25][CH:24]=[C:23]2[CH2:27][O:28][Si](C(C)(C)C)(C)C)=[O:16])=[C:11]([O:46][CH3:47])[CH:10]=1)[C:2]1[CH:7]=[CH:6][CH:5]=[CH:4][CH:3]=1.CCCC[N+](CCCC)(CCCC)CCCC.[F-].